From a dataset of Forward reaction prediction with 1.9M reactions from USPTO patents (1976-2016). Predict the product of the given reaction. Given the reactants [N+:1]([C:4]1[C:5]2[C:9]([CH:10]=[CH:11][CH:12]=1)=[N:8][N:7]([CH2:13][CH2:14][N:15]1[CH2:20][CH2:19][CH2:18][CH2:17][CH2:16]1)[CH:6]=2)([O-])=O.[Cl-].[NH4+].[CH2:23]([O:30][C:31]1[CH:36]=[CH:35][C:34]([CH2:37][C:38](O)=[O:39])=[CH:33][CH:32]=1)[C:24]1[CH:29]=[CH:28][CH:27]=[CH:26][CH:25]=1.CCN=C=NCCCN(C)C.ON1C2C=CC=CC=2N=N1.C(N(C(C)C)CC)(C)C, predict the reaction product. The product is: [CH2:23]([O:30][C:31]1[CH:32]=[CH:33][C:34]([CH2:37][C:38]([NH:1][C:4]2[C:5]3[C:9]([CH:10]=[CH:11][CH:12]=2)=[N:8][N:7]([CH2:13][CH2:14][N:15]2[CH2:20][CH2:19][CH2:18][CH2:17][CH2:16]2)[CH:6]=3)=[O:39])=[CH:35][CH:36]=1)[C:24]1[CH:25]=[CH:26][CH:27]=[CH:28][CH:29]=1.